Dataset: Catalyst prediction with 721,799 reactions and 888 catalyst types from USPTO. Task: Predict which catalyst facilitates the given reaction. (1) Reactant: [Cl:1][C:2]1[CH:36]=[CH:35][C:5]([CH2:6][N:7]2[C:12](=[N:13]CC3C=CC(OC)=CC=3OC)[N:11]([CH3:25])[C:10](=[O:26])[N:9]([CH2:27][C@@H:28]([C:30]([O:32][CH3:33])=[O:31])[CH3:29])[C:8]2=[O:34])=[CH:4][CH:3]=1. Product: [NH2:13][C@@H:12]1[N:7]([CH2:6][C:5]2[CH:4]=[CH:3][C:2]([Cl:1])=[CH:36][CH:35]=2)[C:8](=[O:34])[N:9]([CH2:27][CH:28]([C:30]([O:32][CH3:33])=[O:31])[CH3:29])[C:10](=[O:26])[N:11]1[CH3:25]. The catalyst class is: 55. (2) Reactant: [F:1][C:2]([F:20])([F:19])[C:3]1[CH:8]=[CH:7][C:6]([CH:9]2[C:14]3[N:15]=[CH:16][N:17]=[CH:18][C:13]=3[CH2:12][CH2:11][NH:10]2)=[CH:5][CH:4]=1.[F:21][C:22]1[CH:27]=[CH:26][C:25]([N:28]=[C:29]=[O:30])=[CH:24][CH:23]=1. Product: [F:21][C:22]1[CH:27]=[CH:26][C:25]([NH:28][C:29]([N:10]2[CH2:11][CH2:12][C:13]3[CH:18]=[N:17][CH:16]=[N:15][C:14]=3[CH:9]2[C:6]2[CH:7]=[CH:8][C:3]([C:2]([F:1])([F:19])[F:20])=[CH:4][CH:5]=2)=[O:30])=[CH:24][CH:23]=1. The catalyst class is: 26. (3) Reactant: [C:1]12([C:11]3[C:12](=[O:22])[NH:13][N:14]([C:16]4[CH:21]=[CH:20][CH:19]=[CH:18][CH:17]=4)[CH:15]=3)[CH2:10][CH:5]3[CH2:6][CH:7]([CH2:9][CH:3]([CH2:4]3)[CH2:2]1)[CH2:8]2.I[CH3:24]. Product: [C:1]12([C:11]3[C:12](=[O:22])[N:13]([CH3:24])[N:14]([C:16]4[CH:17]=[CH:18][CH:19]=[CH:20][CH:21]=4)[CH:15]=3)[CH2:8][CH:7]3[CH2:6][CH:5]([CH2:4][CH:3]([CH2:9]3)[CH2:2]1)[CH2:10]2. The catalyst class is: 3.